This data is from Full USPTO retrosynthesis dataset with 1.9M reactions from patents (1976-2016). The task is: Predict the reactants needed to synthesize the given product. (1) The reactants are: BrC1C=CC([C:8]2[S:12][C:11]([NH:13][C:14](=[O:16])[CH3:15])=[N:10][CH:9]=2)=CC=1.ClCCl.[CH3:35][C:30]1([CH3:36])[C:31]([CH3:34])([CH3:33])[O:32][B:28]([B:28]2[O:32][C:31]([CH3:34])([CH3:33])[C:30]([CH3:36])([CH3:35])[O:29]2)[O:29]1.[C:38]([O-])(=O)[CH3:39].[K+]. Given the product [CH3:34][C:31]1([CH3:33])[C:30]([CH3:35])([CH3:36])[O:29][B:28]([C:39]2[CH:38]=[CH:33][C:31]([C:9]3[N:10]=[C:11]([NH:13][C:14](=[O:16])[CH3:15])[S:12][CH:8]=3)=[CH:30][CH:35]=2)[O:32]1, predict the reactants needed to synthesize it. (2) The reactants are: F[C:2]1[C:10]([O:11][CH2:12][CH2:13][CH2:14][CH2:15][CH2:16][CH3:17])=[CH:9][CH:8]=[CH:7][C:3]=1[C:4]([NH2:6])=[O:5].[OH-:18].[Na+]. Given the product [OH:18][C:2]1[C:10]([O:11][CH2:12][CH2:13][CH2:14][CH2:15][CH2:16][CH3:17])=[CH:9][CH:8]=[CH:7][C:3]=1[C:4]([NH2:6])=[O:5], predict the reactants needed to synthesize it. (3) Given the product [O:17]1[CH:21]=[CH:20][C:19]([CH:22]2[C:8]3[NH:9][C:10]4[C:15]([C:7]=3[CH2:6][CH:4]([C:3]([O:2][CH3:1])=[O:16])[NH:5]2)=[CH:14][CH:13]=[CH:12][CH:11]=4)=[CH:18]1, predict the reactants needed to synthesize it. The reactants are: [CH3:1][O:2][C:3](=[O:16])[C@H:4]([CH2:6][C:7]1[C:15]2[C:10](=[CH:11][CH:12]=[CH:13][CH:14]=2)[NH:9][CH:8]=1)[NH2:5].[O:17]1[CH:21]=[CH:20][C:19]([CH:22]=O)=[CH:18]1. (4) The reactants are: [CH2:1]([NH:3][CH2:4][C:5]([NH:7][CH2:8][C:9]1[CH:14]=[C:13]([C:15]2[CH:20]=[CH:19][C:18]([C:21]([F:24])([F:23])[F:22])=[CH:17][CH:16]=2)[N:12]=[CH:11][N:10]=1)=[O:6])[CH3:2].C(N(CC)C(C)C)(C)C.[F:34][C:35]1[CH:40]=[CH:39][C:38]([S:41](Cl)(=[O:43])=[O:42])=[CH:37][CH:36]=1.C(OCC)(=O)C. Given the product [CH2:1]([N:3]([S:41]([C:38]1[CH:39]=[CH:40][C:35]([F:34])=[CH:36][CH:37]=1)(=[O:43])=[O:42])[CH2:4][C:5]([NH:7][CH2:8][C:9]1[CH:14]=[C:13]([C:15]2[CH:20]=[CH:19][C:18]([C:21]([F:23])([F:24])[F:22])=[CH:17][CH:16]=2)[N:12]=[CH:11][N:10]=1)=[O:6])[CH3:2], predict the reactants needed to synthesize it.